Dataset: Reaction yield outcomes from USPTO patents with 853,638 reactions. Task: Predict the reaction yield, written as a fraction of the theoretical maximum amount of product (1.0 means a 100% yield; for example, 0.34 means a 34% yield). (1) The reactants are C(N(CC)CC)C.C([SiH](CC)CC)C.[CH2:15]([O:20][C:21]([N:23]1[C:27](=[O:28])[CH2:26][CH2:25][CH:24]1[C:29]([O:31]CC1C=CC=CC=1)=[O:30])=[O:22])[CH2:16][CH2:17][CH:18]=[CH2:19]. The catalyst is ClCCl.C([O-])(=O)C.[Pd+2].C([O-])(=O)C. The product is [CH2:15]([O:20][C:21]([N:23]1[C:27](=[O:28])[CH2:26][CH2:25][CH:24]1[C:29]([OH:31])=[O:30])=[O:22])[CH2:16][CH2:17][CH:18]=[CH2:19]. The yield is 0.850. (2) The reactants are Br[C:2]1[CH:3]=[C:4]2[C:10]([C:11]([C:13]3[CH:14]=[C:15]([NH:20][C:21]([NH:23][CH2:24][CH2:25][CH2:26][CH3:27])=[O:22])[CH:16]=[CH:17][C:18]=3[F:19])=[O:12])=[CH:9][NH:8][C:5]2=[N:6][CH:7]=1.[N:28]1[CH:33]=[CH:32][CH:31]=[C:30](B(O)O)[CH:29]=1.C(#N)C. The catalyst is C(=O)([O-])[O-].[K+].[K+].O.C1C=CC([P]([Pd]([P](C2C=CC=CC=2)(C2C=CC=CC=2)C2C=CC=CC=2)([P](C2C=CC=CC=2)(C2C=CC=CC=2)C2C=CC=CC=2)[P](C2C=CC=CC=2)(C2C=CC=CC=2)C2C=CC=CC=2)(C2C=CC=CC=2)C2C=CC=CC=2)=CC=1. The product is [CH2:24]([NH:23][C:21]([NH:20][C:15]1[CH:16]=[CH:17][C:18]([F:19])=[C:13]([C:11]([C:10]2[C:4]3[C:5](=[N:6][CH:7]=[C:2]([C:30]4[CH:29]=[N:28][CH:33]=[CH:32][CH:31]=4)[CH:3]=3)[NH:8][CH:9]=2)=[O:12])[CH:14]=1)=[O:22])[CH2:25][CH2:26][CH3:27]. The yield is 0.610. (3) The reactants are [CH3:1][C:2]1([C:8](=[S:10])[NH2:9])[CH2:7][CH2:6][O:5][CH2:4][CH2:3]1.Br[CH2:12][C:13](=O)[C:14]([O:16][CH2:17][CH3:18])=[O:15]. The catalyst is CC(O)C. The product is [CH3:1][C:2]1([C:8]2[S:10][CH:12]=[C:13]([C:14]([O:16][CH2:17][CH3:18])=[O:15])[N:9]=2)[CH2:7][CH2:6][O:5][CH2:4][CH2:3]1. The yield is 0.528.